From a dataset of Full USPTO retrosynthesis dataset with 1.9M reactions from patents (1976-2016). Predict the reactants needed to synthesize the given product. Given the product [C:3]1([S:9]([NH:12][C:13]2[CH:14]=[C:15]([CH:19]([OH:36])[CH2:20][NH:21][C:22]([CH3:34])([CH3:35])[CH2:23][CH2:24][N:25]3[CH:29]=[C:28]([C:30]([OH:32])=[O:31])[N:27]=[CH:26]3)[CH:16]=[CH:17][CH:18]=2)(=[O:11])=[O:10])[CH:8]=[CH:7][CH:6]=[CH:5][CH:4]=1, predict the reactants needed to synthesize it. The reactants are: [OH-].[Na+].[C:3]1([S:9]([NH:12][C:13]2[CH:14]=[C:15]([CH:19]([OH:36])[CH2:20][NH:21][C:22]([CH3:35])([CH3:34])[CH2:23][CH2:24][N:25]3[CH:29]=[C:28]([C:30]([O:32]C)=[O:31])[N:27]=[CH:26]3)[CH:16]=[CH:17][CH:18]=2)(=[O:11])=[O:10])[CH:8]=[CH:7][CH:6]=[CH:5][CH:4]=1.